This data is from Full USPTO retrosynthesis dataset with 1.9M reactions from patents (1976-2016). The task is: Predict the reactants needed to synthesize the given product. (1) Given the product [C:23]([O:27][C:28](=[O:42])[NH:29][CH2:30][C:31](=[S:10])[NH:32][C:33]1[C:38]([F:39])=[CH:37][CH:36]=[CH:35][C:34]=1[F:40])([CH3:26])([CH3:25])[CH3:24], predict the reactants needed to synthesize it. The reactants are: COC1C=CC(P2(SP(C3C=CC(OC)=CC=3)(=S)S2)=[S:10])=CC=1.[C:23]([O:27][C:28](=[O:42])[NH:29][CH2:30][C:31](=O)[NH:32][C:33]1[C:38]([F:39])=[CH:37][CH:36]=[CH:35][C:34]=1[F:40])([CH3:26])([CH3:25])[CH3:24]. (2) Given the product [S:20]1[CH:21]=[CH:22][C:18]([C:16](=[O:17])[C:15]2[CH:6]=[CH:7][C:8]3[C:9]([CH3:26])([CH3:25])[CH2:10][CH2:11][C:12]([CH3:23])([CH3:24])[C:13]=3[CH:14]=2)=[CH:19]1, predict the reactants needed to synthesize it. The reactants are: O1CCOC1[C:6]1[C:15]([CH:16]([C:18]2[CH:22]=[CH:21][S:20][CH:19]=2)[OH:17])=[CH:14][C:13]2[C:12]([CH3:24])([CH3:23])[CH2:11][CH2:10][C:9]([CH3:26])([CH3:25])[C:8]=2[CH:7]=1.BrC1C(C2OCCO2)=CC2C(C)(C)CCC(C)(C)C=2C=1.S1C=CC(C=O)=C1.O1CCOC1C1C(C(C2SC=CC=2)O)=CC2C(C)(C)CCC(C)(C)C=2C=1. (3) Given the product [C:1]([C:3]1[CH:4]=[CH:5][C:6]([O:26][CH3:27])=[C:7]([S:9]([NH:12][CH2:13][CH2:14][C:15]2[CH:25]=[CH:24][C:18]([C:19]([OH:21])=[O:20])=[CH:17][CH:16]=2)(=[O:11])=[O:10])[CH:8]=1)#[N:2], predict the reactants needed to synthesize it. The reactants are: [C:1]([C:3]1[CH:4]=[CH:5][C:6]([O:26][CH3:27])=[C:7]([S:9]([NH:12][CH2:13][CH2:14][C:15]2[CH:25]=[CH:24][C:18]([C:19]([O:21]CC)=[O:20])=[CH:17][CH:16]=2)(=[O:11])=[O:10])[CH:8]=1)#[N:2].[OH-].[Na+]. (4) Given the product [C:1]([O:5][C:6]([N:8]1[C:17]2[C:12](=[CH:13][CH:14]=[C:15]([O:18][CH3:21])[CH:16]=2)[CH2:11][CH2:10][CH2:9]1)=[O:7])([CH3:4])([CH3:2])[CH3:3], predict the reactants needed to synthesize it. The reactants are: [C:1]([O:5][C:6]([N:8]1[C:17]2[C:12](=[CH:13][CH:14]=[C:15]([OH:18])[CH:16]=2)[CH2:11][CH2:10][CH2:9]1)=[O:7])([CH3:4])([CH3:3])[CH3:2].[H-].[Na+].[CH3:21]I. (5) The reactants are: CC1C=CC(S(O[CH2:12][CH:13]2[CH2:17][C:16]3[CH:18]=[C:19]([CH3:30])[CH:20]=[C:21]([C:22]4[CH:27]=[CH:26][C:25]([Cl:28])=[CH:24][C:23]=4[Cl:29])[C:15]=3[O:14]2)(=O)=O)=CC=1.[CH3:31][NH2:32]. Given the product [Cl:29][C:23]1[CH:24]=[C:25]([Cl:28])[CH:26]=[CH:27][C:22]=1[C:21]1[C:15]2[O:14][CH:13]([CH2:12][NH:32][CH3:31])[CH2:17][C:16]=2[CH:18]=[C:19]([CH3:30])[CH:20]=1, predict the reactants needed to synthesize it. (6) Given the product [F:20][C:14]1[CH:15]=[C:16]([F:19])[CH:17]=[CH:18][C:13]=1[O:12][C:3]1[C:4]2[N:8]=[CH:7][N:6]([CH3:9])[C:5]=2[CH:10]=[CH:11][C:2]=1[C:40]1[C:41]2[CH:49]=[CH:48][N:47]([S:50]([C:53]3[CH:58]=[CH:57][C:56]([CH3:59])=[CH:55][CH:54]=3)(=[O:52])=[O:51])[C:42]=2[C:43](=[O:46])[NH:44][CH:45]=1, predict the reactants needed to synthesize it. The reactants are: Br[C:2]1[CH:11]=[CH:10][C:5]2[N:6]([CH3:9])[CH:7]=[N:8][C:4]=2[C:3]=1[O:12][C:13]1[CH:18]=[CH:17][C:16]([F:19])=[CH:15][C:14]=1[F:20].C([O-])(=O)C.[K+].B(O)(O)B(O)O.C(=O)([O-])[O-].[K+].[K+].O.Br[C:40]1[C:41]2[CH:49]=[CH:48][N:47]([S:50]([C:53]3[CH:58]=[CH:57][C:56]([CH3:59])=[CH:55][CH:54]=3)(=[O:52])=[O:51])[C:42]=2[C:43](=[O:46])[NH:44][CH:45]=1. (7) Given the product [CH3:3][N:2]([CH3:1])[CH2:4][CH2:5][N:6]1[C:20](=[O:21])[C:15]2[CH:16]=[C:17]([C:24]3[CH:25]=[CH:26][CH:27]=[CH:28][C:23]=3[C:22]([NH2:33])=[O:29])[CH:18]=[C:13]3[C:14]=2[C:9](=[CH:10][CH:11]=[CH:12]3)[C:7]1=[O:8], predict the reactants needed to synthesize it. The reactants are: [CH3:1][N:2]([CH2:4][CH2:5][N:6]1[C:20](=[O:21])[C:15]2=[CH:16][C:17](N)=[CH:18][C:13]3[C:14]2=[C:9]([CH:10]=[CH:11][CH:12]=3)[C:7]1=[O:8])[CH3:3].[C:22](Cl)(=[O:29])[C:23]1[CH:28]=[CH:27][CH:26]=[CH:25][CH:24]=1.C(#[N:33])C. (8) Given the product [OH:14][CH2:13][CH2:12][S:11][CH2:2][C:3]1[CH:8]=[CH:7][C:6]([CH2:9][S:11][CH2:12][CH2:13][OH:14])=[CH:5][CH:4]=1, predict the reactants needed to synthesize it. The reactants are: Br[CH2:2][C:3]1[CH:8]=[CH:7][C:6]([CH2:9]Br)=[CH:5][CH:4]=1.[SH:11][CH2:12][CH2:13][OH:14]. (9) Given the product [NH:1]1[C:5]2=[N+:6]([O-:11])[CH:7]=[CH:8][CH:9]=[C:4]2[CH:3]=[CH:2]1, predict the reactants needed to synthesize it. The reactants are: [NH:1]1[C:5]2=[N:6][CH:7]=[CH:8][CH:9]=[C:4]2[CH:3]=[CH:2]1.C([O-])(O)=[O:11].[Na+].OOS([O-])=O.[K+].